From a dataset of Peptide-MHC class I binding affinity with 185,985 pairs from IEDB/IMGT. Regression. Given a peptide amino acid sequence and an MHC pseudo amino acid sequence, predict their binding affinity value. This is MHC class I binding data. (1) The peptide sequence is ITLALIAV. The MHC is H-2-Kb with pseudo-sequence H-2-Kb. The binding affinity (normalized) is 0.232. (2) The peptide sequence is CIDGKWNPVL. The MHC is HLA-A02:01 with pseudo-sequence HLA-A02:01. The binding affinity (normalized) is 0.304. (3) The peptide sequence is YTTDVNQLY. The MHC is HLA-C04:01 with pseudo-sequence HLA-C04:01. The binding affinity (normalized) is 0.0847. (4) The peptide sequence is DVLKTRLFR. The MHC is HLA-A03:01 with pseudo-sequence HLA-A03:01. The binding affinity (normalized) is 0.187. (5) The peptide sequence is MEKLKALVA. The MHC is HLA-B44:03 with pseudo-sequence HLA-B44:03. The binding affinity (normalized) is 0.480. (6) The peptide sequence is FPTSCHMF. The MHC is HLA-A11:01 with pseudo-sequence HLA-A11:01. The binding affinity (normalized) is 0.